This data is from NCI-60 drug combinations with 297,098 pairs across 59 cell lines. The task is: Regression. Given two drug SMILES strings and cell line genomic features, predict the synergy score measuring deviation from expected non-interaction effect. (1) Drug 1: C1=CC(=CC=C1CCCC(=O)O)N(CCCl)CCCl. Drug 2: CCCCCOC(=O)NC1=NC(=O)N(C=C1F)C2C(C(C(O2)C)O)O. Cell line: SK-OV-3. Synergy scores: CSS=-0.592, Synergy_ZIP=-3.81, Synergy_Bliss=-9.66, Synergy_Loewe=-19.0, Synergy_HSA=-11.0. (2) Drug 1: COC1=CC(=CC(=C1O)OC)C2C3C(COC3=O)C(C4=CC5=C(C=C24)OCO5)OC6C(C(C7C(O6)COC(O7)C8=CC=CS8)O)O. Drug 2: CN(C)C1=NC(=NC(=N1)N(C)C)N(C)C. Cell line: HS 578T. Synergy scores: CSS=34.3, Synergy_ZIP=11.2, Synergy_Bliss=11.5, Synergy_Loewe=-11.6, Synergy_HSA=5.70. (3) Drug 1: C1CCC(C1)C(CC#N)N2C=C(C=N2)C3=C4C=CNC4=NC=N3. Drug 2: CC(C)CN1C=NC2=C1C3=CC=CC=C3N=C2N. Cell line: ACHN. Synergy scores: CSS=-4.06, Synergy_ZIP=-1.14, Synergy_Bliss=-5.83, Synergy_Loewe=-7.22, Synergy_HSA=-7.16.